From a dataset of Forward reaction prediction with 1.9M reactions from USPTO patents (1976-2016). Predict the product of the given reaction. (1) Given the reactants [OH:1][P:2]([O-:5])([OH:4])=[O:3].[OH:6][P:7]([O-:10])([O-:9])=[O:8].[Na+:11].[Na+].[Na+].[Cl-:14].[Cl-].[K+:16].[K+], predict the reaction product. The product is: [P:2]([O-:5])([O-:4])([O-:3])=[O:1].[OH:8][P:7]([O-:10])([OH:9])=[O:6].[OH:3][P:2]([O-:5])([O-:4])=[O:1].[Na+:11].[Na+:11].[Na+:11].[Cl-:14].[Cl-:14].[K+:16].[K+:16]. (2) Given the reactants [F:1][CH:2]([C:7]1[CH:16]=[CH:15][C:10]2[C:11](=[O:14])[O:12][CH2:13][C:9]=2[CH:8]=1)[CH:3]([OH:6])CO.C(Cl)(Cl)(Cl)Cl.O.CC(O)(C)C, predict the reaction product. The product is: [F:1][CH:2]([C:7]1[CH:16]=[CH:15][C:10]2[C:11](=[O:14])[O:12][CH2:13][C:9]=2[CH:8]=1)[CH:3]=[O:6].